This data is from Peptide-MHC class II binding affinity with 134,281 pairs from IEDB. The task is: Regression. Given a peptide amino acid sequence and an MHC pseudo amino acid sequence, predict their binding affinity value. This is MHC class II binding data. (1) The peptide sequence is LRIKSYEDAKSPLTA. The MHC is HLA-DQA10201-DQB10202 with pseudo-sequence HLA-DQA10201-DQB10202. The binding affinity (normalized) is 0.0584. (2) The peptide sequence is TCAKSMSLFEVDQTKKK. The binding affinity (normalized) is 0.296. The MHC is DRB1_0801 with pseudo-sequence DRB1_0801. (3) The peptide sequence is MGKATTEEQKLIEDV. The MHC is HLA-DQA10201-DQB10202 with pseudo-sequence HLA-DQA10201-DQB10202. The binding affinity (normalized) is 0.444. (4) The peptide sequence is GVTVKDVTITAPGDS. The MHC is DRB1_1001 with pseudo-sequence DRB1_1001. The binding affinity (normalized) is 0.164.